This data is from Full USPTO retrosynthesis dataset with 1.9M reactions from patents (1976-2016). The task is: Predict the reactants needed to synthesize the given product. Given the product [CH3:21][C:16]1[N:15]([C:6]2[CH:5]=[N:4][CH:3]=[C:2]([C:7]=2[N:8]2[CH2:13][CH2:12][N:11]([CH3:14])[CH2:10][CH2:9]2)[CH:30]=[O:31])[C:19]([CH3:20])=[CH:18][CH:17]=1, predict the reactants needed to synthesize it. The reactants are: Br[C:2]1[CH:3]=[N:4][CH:5]=[C:6]([N:15]2[C:19]([CH3:20])=[CH:18][CH:17]=[C:16]2[CH3:21])[C:7]=1[N:8]1[CH2:13][CH2:12][N:11]([CH3:14])[CH2:10][CH2:9]1.[Li]C(C)(C)C.CN([CH:30]=[O:31])C.